This data is from Aqueous solubility values for 9,982 compounds from the AqSolDB database. The task is: Regression/Classification. Given a drug SMILES string, predict its absorption, distribution, metabolism, or excretion properties. Task type varies by dataset: regression for continuous measurements (e.g., permeability, clearance, half-life) or binary classification for categorical outcomes (e.g., BBB penetration, CYP inhibition). For this dataset (solubility_aqsoldb), we predict Y. (1) The drug is CCOC(=O)CCCCC(=O)O. The Y is -0.360 log mol/L. (2) The drug is NC(=O)C(F)(F)F. The Y is -1.49 log mol/L.